Dataset: Forward reaction prediction with 1.9M reactions from USPTO patents (1976-2016). Task: Predict the product of the given reaction. (1) Given the reactants [OH:1][C:2]1[CH:3]=[C:4]([CH:9]=[C:10]([OH:12])[CH:11]=1)[C:5]([O:7][CH3:8])=[O:6].C([O-])([O-])=O.[K+].[K+].I[CH:20]([CH3:22])[CH3:21], predict the reaction product. The product is: [CH3:8][O:7][C:5](=[O:6])[C:4]1[CH:3]=[C:2]([O:1][CH:20]([CH3:22])[CH3:21])[CH:11]=[C:10]([OH:12])[CH:9]=1. (2) Given the reactants CC([CH:5]1[CH2:11][N:10](C([O-])=O)[CH2:9][C:8]2[CH:15]=[C:16]([C:19]3[CH:20]=[N:21][C:22]([NH2:28])=[C:23]([N+:25]([O-:27])=[O:26])[CH:24]=3)[CH:17]=[CH:18][C:7]=2[O:6]1)(C)C.[ClH:29], predict the reaction product. The product is: [ClH:29].[ClH:29].[N+:25]([C:23]1[C:22]([NH2:28])=[N:21][CH:20]=[C:19]([C:16]2[CH:17]=[CH:18][C:7]3[O:6][CH2:5][CH2:11][NH:10][CH2:9][C:8]=3[CH:15]=2)[CH:24]=1)([O-:27])=[O:26]. (3) Given the reactants [OH-].[K+].[Cl:3][C:4]1[CH:5]=[CH:6][C:7]2[N:8]([N:10]=[C:11]([C:17]3[CH:22]=[CH:21][CH:20]=[CH:19][CH:18]=3)[C:12]=2[C:13]([O:15]C)=[O:14])[CH:9]=1.Cl, predict the reaction product. The product is: [Cl:3][C:4]1[CH:5]=[CH:6][C:7]2[N:8]([N:10]=[C:11]([C:17]3[CH:18]=[CH:19][CH:20]=[CH:21][CH:22]=3)[C:12]=2[C:13]([OH:15])=[O:14])[CH:9]=1. (4) The product is: [N:8]1[C:9]2[C:4](=[CH:3][C:2]([CH:1]=[O:13])=[CH:11][CH:10]=2)[CH:5]=[CH:6][CH:7]=1. Given the reactants [CH3:1][C:2]1[CH:3]=[C:4]2[C:9](=[CH:10][CH:11]=1)[N:8]=[CH:7][CH:6]=[CH:5]2.[Se](=O)=[O:13], predict the reaction product. (5) Given the reactants [CH3:1][O:2][C:3]1[CH:12]=[CH:11][CH:10]=[C:9]2[C:4]=1[CH:5]=[CH:6][CH:7]=[C:8]2[OH:13].CCN(C(C)C)C(C)C.[O:23](S(C(F)(F)F)(=O)=O)[S:24]([C:27]([F:30])([F:29])[F:28])(=O)=[O:25], predict the reaction product. The product is: [F:28][C:27]([F:30])([F:29])[S:24]([O:13][C:8]1[C:9]2[C:4](=[C:3]([O:2][CH3:1])[CH:12]=[CH:11][CH:10]=2)[CH:5]=[CH:6][CH:7]=1)(=[O:25])=[O:23]. (6) Given the reactants CS(OC[C@H]1OC1)(=O)=O.[CH3:10][O:11][C:12]1[C:21]2[N:20]=[C:19]([NH2:22])[N:18]3[CH2:23][CH2:24][N:25]=[C:17]3[C:16]=2[CH:15]=[CH:14][C:13]=1[O:26][CH2:27][C@H:28]1[CH2:30][O:29]1.[NH:31]1[CH2:36][CH2:35][O:34][CH2:33][CH2:32]1.[S:37]1[C:41]([C:42](O)=[O:43])=[CH:40][N:39]=[CH:38]1, predict the reaction product. The product is: [OH:29][C@@H:28]([CH2:30][N:31]1[CH2:36][CH2:35][O:34][CH2:33][CH2:32]1)[CH2:27][O:26][C:13]1[CH:14]=[CH:15][C:16]2[C:17]3[N:18]([CH2:23][CH2:24][N:25]=3)[C:19]([NH:22][C:42]([C:41]3[S:37][CH:38]=[N:39][CH:40]=3)=[O:43])=[N:20][C:21]=2[C:12]=1[O:11][CH3:10].